Dataset: Forward reaction prediction with 1.9M reactions from USPTO patents (1976-2016). Task: Predict the product of the given reaction. (1) Given the reactants [F:1][C:2]([F:11])([F:10])[C:3]1[CH:9]=[CH:8][C:6]([NH2:7])=[CH:5][CH:4]=1.C(N(CC)CC)C.[Cl-].ClC1N(C)CC[NH+]1C.[CH3:28][C:29]1[C:34](=[O:35])[C:33]([CH3:36])=[C:32]([CH3:37])[C:31](=[O:38])[C:30]=1[CH2:39][C:40]1[CH:41]=[CH:42][C:43]([O:49][C:50](=[O:52])[CH3:51])=[C:44]([CH:48]=1)[C:45](O)=[O:46], predict the reaction product. The product is: [CH3:28][C:29]1[C:34](=[O:35])[C:33]([CH3:36])=[C:32]([CH3:37])[C:31](=[O:38])[C:30]=1[CH2:39][C:40]1[CH:41]=[CH:42][C:43]([O:49][C:50](=[O:52])[CH3:51])=[C:44]([CH:48]=1)[C:45]([NH:7][C:6]1[CH:8]=[CH:9][C:3]([C:2]([F:10])([F:11])[F:1])=[CH:4][CH:5]=1)=[O:46]. (2) Given the reactants [C:1](O[C:1]([O:3][C:4]([CH3:7])([CH3:6])[CH3:5])=[O:2])([O:3][C:4]([CH3:7])([CH3:6])[CH3:5])=[O:2].[Cl:16][C:17]1[CH:18]=[C:19]2[C:23](=[CH:24][CH:25]=1)[NH:22][C:21]([S:26][CH2:27][CH2:28][C:29]([O:31][C:32]([CH3:35])([CH3:34])[CH3:33])=[O:30])=[CH:20]2, predict the reaction product. The product is: [C:32]([O:31][C:29](=[O:30])[CH2:28][CH2:27][S:26][C:21]1[N:22]([C:1]([O:3][C:4]([CH3:7])([CH3:6])[CH3:5])=[O:2])[C:23]2[C:19]([CH:20]=1)=[CH:18][C:17]([Cl:16])=[CH:25][CH:24]=2)([CH3:35])([CH3:34])[CH3:33]. (3) Given the reactants O[C:2]1[CH:7]=[C:6]([CH2:8][CH2:9][CH:10]=[CH:11][CH3:12])[N:5]=[C:4]([N:13]2[CH2:17][CH2:16][CH2:15][CH:14]2[C:18]2[O:22][N:21]=[C:20]([C:23]3[CH:28]=[CH:27][CH:26]=[CH:25][N:24]=3)[CH:19]=2)[N:3]=1.[NH2:29][C:30]1[CH:34]=[C:33]([CH3:35])[NH:32][N:31]=1, predict the reaction product. The product is: [CH3:35][C:33]1[NH:32][N:31]=[C:30]([NH:29][C:2]2[CH:7]=[C:6]([CH2:8][CH2:9][CH:10]=[CH:11][CH3:12])[N:5]=[C:4]([N:13]3[CH2:17][CH2:16][CH2:15][CH:14]3[C:18]3[O:22][N:21]=[C:20]([C:23]4[CH:28]=[CH:27][CH:26]=[CH:25][N:24]=4)[CH:19]=3)[N:3]=2)[CH:34]=1. (4) Given the reactants [NH:1](C(OCC1C2C(=CC=CC=2)C2C1=CC=CC=2)=O)[C@H:2]([C:12]([OH:14])=[O:13])[CH2:3][CH2:4][C:5](=[O:11])[O:6]C(C)(C)C.[C:32]([NH:35][C:36]1[CH:44]=[CH:43][C:39]([C:40]([OH:42])=O)=[CH:38][CH:37]=1)(=[O:34])[CH3:33].CN(C(ON1N=NC2C=CC=CC1=2)=[N+](C)C)C.[B-](F)(F)(F)F.C1C=CC2N(O)N=NC=2C=1.CCN(C(C)C)C(C)C, predict the reaction product. The product is: [C:32]([NH:35][C:36]1[CH:37]=[CH:38][C:39]([C:40]([NH:1][C@H:2]([C:12]([OH:14])=[O:13])[CH2:3][CH2:4][C:5]([OH:11])=[O:6])=[O:42])=[CH:43][CH:44]=1)(=[O:34])[CH3:33]. (5) Given the reactants Cl[C:2]1[C:7]([CH3:8])=[N:6][C:5]([CH3:9])=[CH:4][N:3]=1.[C:10]([N:17]1[CH2:22][CH2:21][NH:20][CH2:19][CH2:18]1)([O:12][C:13]([CH3:16])([CH3:15])[CH3:14])=[O:11].C1(P(C2CCCCC2)C2C=CC=CC=2C2C(C(C)C)=CC(C(C)C)=CC=2C(C)C)CCCCC1.CC(C)([O-])C.[Na+], predict the reaction product. The product is: [C:13]([O:12][C:10]([N:17]1[CH2:22][CH2:21][N:20]([C:2]2[C:7]([CH3:8])=[N:6][C:5]([CH3:9])=[CH:4][N:3]=2)[CH2:19][CH2:18]1)=[O:11])([CH3:16])([CH3:14])[CH3:15]. (6) The product is: [Cl:2][C:3]1[CH:4]=[CH:5][C:6]([C:7]([N:9]([C@@H:11]2[CH2:16][CH2:15][N:14]([C:37]([CH:34]3[CH2:35][CH2:36][N:31]([C:29](=[O:30])[CH2:28][OH:27])[CH2:32][CH2:33]3)=[O:38])[CH2:13][C@H:12]2[C:17]2[CH:22]=[CH:21][C:20]([Cl:23])=[C:19]([Cl:24])[CH:18]=2)[CH3:10])=[O:8])=[CH:25][CH:26]=1. Given the reactants Cl.[Cl:2][C:3]1[CH:26]=[CH:25][C:6]([C:7]([N:9]([C@@H:11]2[CH2:16][CH2:15][NH:14][CH2:13][C@H:12]2[C:17]2[CH:22]=[CH:21][C:20]([Cl:23])=[C:19]([Cl:24])[CH:18]=2)[CH3:10])=[O:8])=[CH:5][CH:4]=1.[OH:27][CH2:28][C:29]([N:31]1[CH2:36][CH2:35][CH:34]([C:37](O)=[O:38])[CH2:33][CH2:32]1)=[O:30].CCN=C=NCCCN(C)C.Cl.C1C=CC2N(O)N=NC=2C=1, predict the reaction product.